This data is from Reaction yield outcomes from USPTO patents with 853,638 reactions. The task is: Predict the reaction yield, written as a fraction of the theoretical maximum amount of product (1.0 means a 100% yield; for example, 0.34 means a 34% yield). (1) The reactants are F[C:2]1[CH:9]=[CH:8][CH:7]=[C:4]([C:5]#[N:6])[C:3]=1[C:10]#[N:11].[Br-:12].[Li+]. The catalyst is CN1C(=O)CCC1. The product is [Br:12][C:2]1[CH:9]=[CH:8][CH:7]=[C:4]([C:5]#[N:6])[C:3]=1[C:10]#[N:11]. The yield is 0.472. (2) The yield is 0.770. The product is [CH3:32][C:16]1[C:17]([C:19]([N:21]2[CH2:22][CH2:23][CH:24]([N:27]3[CH2:31][CH2:30][CH2:29][CH2:28]3)[CH2:25][CH2:26]2)=[O:20])=[N:18][C:13]([C:11]2[N:10]=[N:9][NH:8][CH:12]=2)=[C:14]([C:33]2[CH:38]=[CH:37][CH:36]=[C:35]([C:39]([F:42])([F:41])[F:40])[CH:34]=2)[CH:15]=1. The catalyst is FC(F)(F)C(O)=O. The reactants are COC1C=CC(C[N:8]2[CH:12]=[C:11]([C:13]3[N:18]=[C:17]([C:19]([N:21]4[CH2:26][CH2:25][CH:24]([N:27]5[CH2:31][CH2:30][CH2:29][CH2:28]5)[CH2:23][CH2:22]4)=[O:20])[C:16]([CH3:32])=[CH:15][C:14]=3[C:33]3[CH:38]=[CH:37][CH:36]=[C:35]([C:39]([F:42])([F:41])[F:40])[CH:34]=3)[N:10]=[N:9]2)=CC=1.C([O-])([O-])=O.[Na+].[Na+]. (3) The reactants are [F:1][C:2]1[CH:9]=[C:8]([OH:10])[CH:7]=[CH:6][C:3]=1[CH:4]=[O:5].[Br:11]Br. The catalyst is C(O)(=O)C. The product is [Br:11][C:7]1[C:8]([OH:10])=[CH:9][C:2]([F:1])=[C:3]([CH:6]=1)[CH:4]=[O:5]. The yield is 0.810. (4) The reactants are [Br:1][CH2:2][C:3]#[C:4][C:5]1[CH:10]=[CH:9][C:8](O)=[CH:7][CH:6]=1.C1(P(C2C=CC=CC=2)C2C=CC=CC=2)C=CC=CC=1.BrBr.[Cl:33]CCl. No catalyst specified. The product is [Br:1][CH2:2][C:3]#[C:4][C:5]1[CH:10]=[CH:9][C:8]([Cl:33])=[CH:7][CH:6]=1. The yield is 0.800. (5) The yield is 1.00. The product is [Cl:11][C:9]1[CH:8]=[CH:7][C:5]2[N:6]=[C:2]([N:18]3[CH2:23][CH2:22][NH:21][CH2:20][CH2:19]3)[S:3][C:4]=2[CH:10]=1. The reactants are Cl[C:2]1[S:3][C:4]2[CH:10]=[C:9]([Cl:11])[CH:8]=[CH:7][C:5]=2[N:6]=1.C(=O)([O-])[O-].[K+].[K+].[NH:18]1[CH2:23][CH2:22][NH:21][CH2:20][CH2:19]1. The catalyst is CN(C=O)C. (6) The reactants are Br[C:2]1[CH:10]=[CH:9][C:5]([CH2:6][CH2:7][OH:8])=[CH:4][CH:3]=1.P([C:20]([CH3:23])([CH3:22])[CH3:21])([C:20]([CH3:23])([CH3:22])[CH3:21])[C:20]([CH3:23])([CH3:22])[CH3:21].CN(C=[O:28])C.O.[CH2:30]([O:32]C(=O)C)[CH3:31]. The catalyst is C1C=CC(/C=C/C(/C=C/C2C=CC=CC=2)=O)=CC=1.C1C=CC(/C=C/C(/C=C/C2C=CC=CC=2)=O)=CC=1.[Pd].[F-].[F-].[Zn+2]. The product is [CH2:30]([O:32][C:23](=[O:28])[C:20]([C:2]1[CH:10]=[CH:9][C:5]([CH2:6][CH2:7][OH:8])=[CH:4][CH:3]=1)([CH3:21])[CH3:22])[CH3:31]. The yield is 0.920. (7) The reactants are [CH:1]1([CH:6]([NH:17][C:18]2[CH:27]=[CH:26][C:21]([C:22]([O:24]C)=[O:23])=[CH:20][CH:19]=2)[C:7]2[S:8][C:9]3[CH:16]=[CH:15][CH:14]=[CH:13][C:10]=3[C:11]=2[CH3:12])[CH2:5][CH2:4][CH2:3][CH2:2]1.O1CCCC1.[OH-].[Na+]. The catalyst is C(O)C. The product is [CH:1]1([CH:6]([NH:17][C:18]2[CH:27]=[CH:26][C:21]([C:22]([OH:24])=[O:23])=[CH:20][CH:19]=2)[C:7]2[S:8][C:9]3[CH:16]=[CH:15][CH:14]=[CH:13][C:10]=3[C:11]=2[CH3:12])[CH2:5][CH2:4][CH2:3][CH2:2]1. The yield is 0.950.